From a dataset of Catalyst prediction with 721,799 reactions and 888 catalyst types from USPTO. Predict which catalyst facilitates the given reaction. Reactant: COC1C=CC(C2C[CH2:27][C:26]3C(=CC=[C:24]([O:29]C)[CH:25]=3)C2)=C(NCCC2C=CC(O)=CC=2)C=1.[Si:31]([O:38][C:39]1[CH:44]=[CH:43][C:42]([CH2:45][CH2:46][NH:47][C:48]2[CH:53]=[C:52]([O:54][CH3:55])[CH:51]=[CH:50][C:49]=2[CH:56]2[CH2:65][CH2:64][C:63]3[C:58](=[CH:59][CH:60]=[C:61]([O:66][CH3:67])[CH:62]=3)[CH2:57]2)=[CH:41][CH:40]=1)([C:34]([CH3:37])([CH3:36])[CH3:35])([CH3:33])[CH3:32].C(N(CC)CC)C.C1(C(Cl)=O)CC1. Product: [Si:31]([O:38][C:39]1[CH:40]=[CH:41][C:42]([CH2:45][CH2:46][N:47]([C:48]2[CH:53]=[C:52]([O:54][CH3:55])[CH:51]=[CH:50][C:49]=2[CH:56]2[CH2:65][CH2:64][C:63]3[C:58](=[CH:59][CH:60]=[C:61]([O:66][CH3:67])[CH:62]=3)[CH2:57]2)[C:24]([CH:25]2[CH2:26][CH2:27]2)=[O:29])=[CH:43][CH:44]=1)([C:34]([CH3:37])([CH3:36])[CH3:35])([CH3:33])[CH3:32]. The catalyst class is: 7.